Task: Predict the reactants needed to synthesize the given product.. Dataset: Full USPTO retrosynthesis dataset with 1.9M reactions from patents (1976-2016) Given the product [N:16]([CH:13]([C:3]1[N:4]=[C:5]2[S:11][CH:10]=[C:9]([CH3:12])[N:6]2[C:7](=[O:8])[C:2]=1[Br:1])[CH3:14])=[N+:17]=[N-:18], predict the reactants needed to synthesize it. The reactants are: [Br:1][C:2]1[C:7](=[O:8])[N:6]2[C:9]([CH3:12])=[CH:10][S:11][C:5]2=[N:4][C:3]=1[CH:13](Br)[CH3:14].[N-:16]=[N+:17]=[N-:18].[Na+].C(=O)(O)[O-].[Na+].